Dataset: Full USPTO retrosynthesis dataset with 1.9M reactions from patents (1976-2016). Task: Predict the reactants needed to synthesize the given product. (1) Given the product [CH2:32]([C:34]1[CH:39]=[CH:38][C:37]([C:26]2[CH:25]=[CH:24][C:23]([O:22][CH:14]([C:11]3[CH:12]=[CH:13][C:8]([C:7]([NH:6][CH2:5][CH2:4][C:3]([OH:2])=[O:31])=[O:30])=[CH:9][CH:10]=3)[CH2:15][CH2:16][CH2:17][C:18]([F:21])([F:19])[F:20])=[CH:28][CH:27]=2)=[CH:36][CH:35]=1)[CH3:33], predict the reactants needed to synthesize it. The reactants are: C[O:2][C:3](=[O:31])[CH2:4][CH2:5][NH:6][C:7](=[O:30])[C:8]1[CH:13]=[CH:12][C:11]([CH:14]([O:22][C:23]2[CH:28]=[CH:27][C:26](Br)=[CH:25][CH:24]=2)[CH2:15][CH2:16][CH2:17][C:18]([F:21])([F:20])[F:19])=[CH:10][CH:9]=1.[CH2:32]([C:34]1[CH:39]=[CH:38][C:37](B(O)O)=[CH:36][CH:35]=1)[CH3:33]. (2) Given the product [CH3:1][N:2]([CH3:6])[CH2:3][CH2:4][NH:5][CH:10]([CH3:11])[CH2:9][N:8]([CH3:13])[CH3:7], predict the reactants needed to synthesize it. The reactants are: [CH3:1][N:2]([CH3:6])[CH2:3][CH2:4][NH2:5].[CH3:7][N:8]([CH3:13])[CH2:9][CH:10](Cl)[CH3:11]. (3) Given the product [Br:1][C:2]1[NH:3][C:4]2[N:5]([CH:6]=1)[C:17](=[O:20])[CH:18]=[CH:19][C:7]=2[C:8](=[O:9])[C:10]1[CH:15]=[CH:14][C:13]([F:16])=[CH:12][CH:11]=1, predict the reactants needed to synthesize it. The reactants are: [Br:1][C:2]1[N:3]=[C:4]([CH2:7][C:8]([C:10]2[CH:15]=[CH:14][C:13]([F:16])=[CH:12][CH:11]=2)=[O:9])[NH:5][CH:6]=1.[C:17](O)(=[O:20])[C:18]#[CH:19].N1(C(N2C=CN=C2)=O)C=CN=C1. (4) Given the product [F:1][C:2]1[CH:11]=[CH:10][C:9]([NH:12][S:26]([C:17]2[CH:18]=[CH:19][C:20]([C:22]([F:24])([F:25])[F:23])=[CH:21][C:16]=2[N+:13]([O-:15])=[O:14])(=[O:27])=[O:28])=[C:8]2[C:3]=1[CH:4]=[CH:5][CH:6]=[N:7]2, predict the reactants needed to synthesize it. The reactants are: [F:1][C:2]1[CH:11]=[CH:10][C:9]([NH2:12])=[C:8]2[C:3]=1[CH:4]=[CH:5][CH:6]=[N:7]2.[N+:13]([C:16]1[CH:21]=[C:20]([C:22]([F:25])([F:24])[F:23])[CH:19]=[CH:18][C:17]=1[S:26](Cl)(=[O:28])=[O:27])([O-:15])=[O:14].N1C=CC=CC=1. (5) Given the product [CH3:22][N:21]([CH3:23])[C:20]1[C:15]2[CH:14]=[C:13]([C:8]3[CH:7]=[CH:12][C:11]([CH2:26][OH:28])=[CH:10][CH:9]=3)[NH:24][C:16]=2[N:17]=[CH:18][N:19]=1, predict the reactants needed to synthesize it. The reactants are: [Li+].[AlH4-].C(OC(=O)[C:7]1[CH:12]=[CH:11][CH:10]=[CH:9][C:8]=1[C:13]1[NH:24][C:16]2[N:17]=[CH:18][N:19]=[C:20]([N:21]([CH3:23])[CH3:22])[C:15]=2[CH:14]=1)C.[C:26](OCC)(=[O:28])C.CO.